Dataset: Reaction yield outcomes from USPTO patents with 853,638 reactions. Task: Predict the reaction yield, written as a fraction of the theoretical maximum amount of product (1.0 means a 100% yield; for example, 0.34 means a 34% yield). (1) The reactants are [CH3:1][C:2]1[N:3]=[C:4]([NH2:7])[S:5][CH:6]=1.[Cl:8][C:9]1[CH:14]=[C:13]([S:15][C:16]2[N:17]([CH3:21])[CH:18]=[CH:19][N:20]=2)[CH:12]=[CH:11][N:10]=1.P([O-])([O-])([O-])=O.[K+].[K+].[K+]. The catalyst is C1C=CC(/C=C/C(/C=C/C2C=CC=CC=2)=O)=CC=1.C1C=CC(/C=C/C(/C=C/C2C=CC=CC=2)=O)=CC=1.C1C=CC(/C=C/C(/C=C/C2C=CC=CC=2)=O)=CC=1.[Pd].[Pd].C1(P(C2C=CC=CC=2)C2C3OC4C(=CC=CC=4P(C4C=CC=CC=4)C4C=CC=CC=4)C(C)(C)C=3C=CC=2)C=CC=CC=1. The product is [ClH:8].[ClH:8].[CH3:21][N:17]1[CH:18]=[CH:19][N:20]=[C:16]1[S:15][C:13]1[CH:14]=[CH:9][N:10]=[C:11]([NH:7][C:4]2[S:5][CH:6]=[C:2]([CH3:1])[N:3]=2)[CH:12]=1. The yield is 0.441. (2) The reactants are [CH3:1][N:2]([CH3:20])[C:3]([C:5]1[N:14]([CH:15]2[CH2:19][CH2:18][CH2:17][CH2:16]2)[C:8]2[N:9]=[C:10](Cl)[N:11]=[CH:12][C:7]=2[CH:6]=1)=[O:4].[C:21]([O:25][C:26]([N:28]1[CH2:33][CH2:32][N:31]([C:34]2[N:35]=[N:36][C:37]([NH2:40])=[CH:38][CH:39]=2)[CH2:30][CH2:29]1)=[O:27])([CH3:24])([CH3:23])[CH3:22]. No catalyst specified. The product is [C:21]([O:25][C:26]([N:28]1[CH2:33][CH2:32][N:31]([C:34]2[N:35]=[N:36][C:37]([NH:40][C:10]3[N:11]=[CH:12][C:7]4[CH:6]=[C:5]([C:3](=[O:4])[N:2]([CH3:20])[CH3:1])[N:14]([CH:15]5[CH2:19][CH2:18][CH2:17][CH2:16]5)[C:8]=4[N:9]=3)=[CH:38][CH:39]=2)[CH2:30][CH2:29]1)=[O:27])([CH3:24])([CH3:22])[CH3:23]. The yield is 0.460. (3) The reactants are CB1OB(C)OB(C)O1.Br[C:11]1[C:12]2[C:13](=[CH:18][N:19]([C:21]3[C:26]([Cl:27])=[CH:25][CH:24]=[CH:23][C:22]=3[Cl:28])[N:20]=2)[CH:14]=[N+:15]([O-:17])[CH:16]=1.[C:29](=O)([O-])[O-].[K+].[K+]. The catalyst is O1CCOCC1.C1C=CC([P]([Pd]([P](C2C=CC=CC=2)(C2C=CC=CC=2)C2C=CC=CC=2)([P](C2C=CC=CC=2)(C2C=CC=CC=2)C2C=CC=CC=2)[P](C2C=CC=CC=2)(C2C=CC=CC=2)C2C=CC=CC=2)(C2C=CC=CC=2)C2C=CC=CC=2)=CC=1. The product is [Cl:28][C:22]1[CH:23]=[CH:24][CH:25]=[C:26]([Cl:27])[C:21]=1[N:19]1[CH:18]=[C:13]2[CH:14]=[N+:15]([O-:17])[CH:16]=[C:11]([CH3:29])[C:12]2=[N:20]1. The yield is 0.690. (4) The reactants are [Br:1][C:2]1[CH:3]=[CH:4][C:5]([F:12])=[C:6]([C:8](=O)[CH2:9][F:10])[CH:7]=1.[CH3:13][C:14]([S@:17]([NH2:19])=[O:18])([CH3:16])[CH3:15].O.CCOC(C)=O. The catalyst is C1COCC1.C(O[Ti](OCC)(OCC)OCC)C. The product is [Br:1][C:2]1[CH:3]=[CH:4][C:5]([F:12])=[C:6]([C:8](=[N:19][S@@:17]([C:14]([CH3:16])([CH3:15])[CH3:13])=[O:18])[CH2:9][F:10])[CH:7]=1. The yield is 0.760.